Dataset: Forward reaction prediction with 1.9M reactions from USPTO patents (1976-2016). Task: Predict the product of the given reaction. (1) The product is: [CH3:39][O:38][S:35]([O-:40])(=[O:37])=[O:36].[CH2:6]([O:5][C:3](=[O:4])[CH2:2][CH2:8][CH2:9][CH2:10][CH2:11][N+:51]([CH3:50])([CH2:60][CH2:61][CH2:62][CH2:63][CH2:64][CH2:65][CH2:66][CH3:67])[CH2:52][CH2:53][CH2:54][CH2:55][CH2:56][CH2:57][CH2:58][CH3:59])[CH3:7]. Given the reactants Br[CH:2]([CH2:8][CH2:9][CH2:10][CH3:11])[C:3]([O:5][CH2:6][CH3:7])=[O:4].C(NCCCCCCCC)CCCCCCC.C(=O)([O-])[O-].[K+].[K+].[S:35]([O:40]C)([O:38][CH3:39])(=[O:37])=[O:36].C(OC(=O)CCCC[CH2:50][N:51]([CH2:60][CH2:61][CH2:62][CH2:63][CH2:64][CH2:65][CH2:66][CH3:67])[CH2:52][CH2:53][CH2:54][CH2:55][CH2:56][CH2:57][CH2:58][CH3:59])C, predict the reaction product. (2) The product is: [CH2:14]([O:13][C:11]([C:10]([CH3:9])([C:16](=[O:17])[CH3:18])[CH2:8][CH2:1][CH2:2][CH2:3][S:4]([OH:7])(=[O:6])=[O:5])=[O:12])[CH3:15]. Given the reactants [CH2:1]1[CH2:8][O:7][S:4](=[O:6])(=[O:5])[CH2:3][CH2:2]1.[CH3:9][CH:10]([C:16]([CH3:18])=[O:17])[C:11]([O:13][CH2:14][CH3:15])=[O:12].C(O[K])(C)(C)C, predict the reaction product. (3) Given the reactants C(O)(C(F)(F)F)=O.[NH2:8][C:9](=[O:47])[CH2:10][C:11]1[CH:46]=[CH:45][CH:44]=[CH:43][C:12]=1[CH2:13][CH2:14][C:15]1[C:20]([CH3:21])=[CH:19][N:18]=[C:17]([NH:22][C:23]2[CH:42]=[CH:41][C:26]([O:27][CH:28]3[CH2:33][CH2:32][N:31](C(OC(C)(C)C)=O)[CH2:30][CH2:29]3)=[CH:25][CH:24]=2)[N:16]=1, predict the reaction product. The product is: [CH3:21][C:20]1[C:15]([CH2:14][CH2:13][C:12]2[CH:43]=[CH:44][CH:45]=[CH:46][C:11]=2[CH2:10][C:9]([NH2:8])=[O:47])=[N:16][C:17]([NH:22][C:23]2[CH:42]=[CH:41][C:26]([O:27][CH:28]3[CH2:33][CH2:32][NH:31][CH2:30][CH2:29]3)=[CH:25][CH:24]=2)=[N:18][CH:19]=1. (4) Given the reactants [H-].[H-].[H-].[H-].[Li+].[Al+3].C[O:8][C:9](=O)[C:10]1[CH:15]=[CH:14][C:13]([SiH:16]([CH:20]([CH3:22])[CH3:21])[CH:17]([CH3:19])[CH3:18])=[CH:12][CH:11]=1.C(OCC)(=O)C, predict the reaction product. The product is: [OH:8][CH2:9][C:10]1[CH:15]=[CH:14][C:13]([SiH:16]([CH:20]([CH3:22])[CH3:21])[CH:17]([CH3:18])[CH3:19])=[CH:12][CH:11]=1. (5) Given the reactants [OH:1][C:2]1[C:3](=[O:20])[CH:4]=[C:5]([CH2:8][NH:9][S:10]([C:13]2[CH:18]=[CH:17][C:16]([CH3:19])=[CH:15][CH:14]=2)(=[O:12])=[O:11])[O:6][CH:7]=1.[OH:21][C:22]1C(=O)C=C(CNS(C2C=CC=CC=2)(=O)=O)OC=1CO, predict the reaction product. The product is: [OH:1][C:2]1[C:3](=[O:20])[CH:4]=[C:5]([CH2:8][NH:9][S:10]([C:13]2[CH:18]=[CH:17][C:16]([CH3:19])=[CH:15][CH:14]=2)(=[O:12])=[O:11])[O:6][C:7]=1[CH2:22][OH:21]. (6) Given the reactants [OH:1][CH2:2][C:3]([C:5]1[CH:12]=[CH:11][C:8]([C:9]#[N:10])=[CH:7][CH:6]=1)=[O:4].S([O-])([O-])(=O)=O.[Ca+2].[CH2:19](Br)[CH:20]=[CH2:21], predict the reaction product. The product is: [CH2:21]([O:1][CH2:2][C:3]([C:5]1[CH:12]=[CH:11][C:8]([C:9]#[N:10])=[CH:7][CH:6]=1)=[O:4])[CH:20]=[CH2:19].